Dataset: Catalyst prediction with 721,799 reactions and 888 catalyst types from USPTO. Task: Predict which catalyst facilitates the given reaction. (1) Reactant: Br[C:2]1[CH:7]=[CH:6][N:5]=[C:4]([CH3:8])[CH:3]=1.[CH3:9][O:10][C:11]([C:13]1[CH:18]=[CH:17][C:16](B(O)O)=[CH:15][CH:14]=1)=[O:12].C([O-])([O-])=O.[Cs+].[Cs+]. Product: [CH3:8][C:4]1[CH:3]=[C:2]([C:16]2[CH:17]=[CH:18][C:13]([C:11]([O:10][CH3:9])=[O:12])=[CH:14][CH:15]=2)[CH:7]=[CH:6][N:5]=1. The catalyst class is: 57. (2) Reactant: [NH2:1][C:2]1[CH:3]=[C:4]([S:8]([OH:11])(=[O:10])=[O:9])[CH:5]=[CH:6][CH:7]=1.C(=O)([O-])O.[Na+].[C:17](Cl)(Cl)=[S:18].Cl.[NH2:22][CH2:23][C@H:24]([NH:32]C(OC(C)(C)C)=O)[C:25]([O:27]C(C)(C)C)=[O:26]. Product: [NH2:32][C@@H:24]([CH2:23][NH:22][C:17](=[S:18])[NH:1][C:2]1[CH:7]=[CH:6][CH:5]=[C:4]([S:8]([OH:11])(=[O:9])=[O:10])[CH:3]=1)[C:25]([OH:27])=[O:26]. The catalyst class is: 20. (3) Reactant: CC1(C)[O:6][C@@H:5]([C@@H:7]([OH:28])[C@@H:8]([OH:27])[CH2:9][N:10]2[C:19]3[CH:18]=[CH:17][CH:16]=[C:15]4[C:20]([CH3:24])([CH3:23])[CH2:21][CH2:22][N:13]([C:14]=34)[C:12](=[O:25])[C:11]2=[O:26])[CH2:4][O:3]1. Product: [CH3:23][C:20]1([CH3:24])[C:15]2[C:14]3[N:13]([C:12](=[O:25])[C:11](=[O:26])[N:10]([CH2:9][C@H:8]([OH:27])[C@H:7]([OH:28])[C@H:5]([OH:6])[CH2:4][OH:3])[C:19]=3[CH:18]=[CH:17][CH:16]=2)[CH2:22][CH2:21]1. The catalyst class is: 86.